Dataset: Full USPTO retrosynthesis dataset with 1.9M reactions from patents (1976-2016). Task: Predict the reactants needed to synthesize the given product. (1) Given the product [CH2:1]([O:8][C:9](=[O:10])[NH:12][CH2:13][C:14]1[CH:21]=[CH:20][C:17]([CH2:18][NH2:19])=[CH:16][CH:15]=1)[C:2]1[CH:7]=[CH:6][CH:5]=[CH:4][CH:3]=1, predict the reactants needed to synthesize it. The reactants are: [CH2:1]([O:8][C:9](Cl)=[O:10])[C:2]1[CH:7]=[CH:6][CH:5]=[CH:4][CH:3]=1.[NH2:12][CH2:13][C:14]1[CH:21]=[CH:20][C:17]([CH2:18][NH2:19])=[CH:16][CH:15]=1.C(N(CC)CC)C. (2) The reactants are: [CH3:1][N:2]([CH3:37])[S:3]([N:6]1[CH:10]=[CH:9][N:8]=[C:7]1[CH2:11][N:12]([CH2:25][C:26]1[N:27]([S:31]([N:34]([CH3:36])[CH3:35])(=[O:33])=[O:32])[CH:28]=[CH:29][N:30]=1)[C:13]([C:15]1[CH:16]=[C:17]2[C:22](=[CH:23][CH:24]=1)[CH2:21][NH:20][CH2:19][CH2:18]2)=[O:14])(=[O:5])=[O:4].[CH2:38]([N:41]([CH2:49][CH2:50][CH3:51])[CH:42]1[CH2:47][CH2:46][C:45](=O)[CH2:44][CH2:43]1)[CH2:39][CH3:40]. Given the product [CH3:35][N:34]([CH3:36])[S:31]([N:27]1[CH:28]=[CH:29][N:30]=[C:26]1[CH2:25][N:12]([CH2:11][C:7]1[N:6]([S:3]([N:2]([CH3:37])[CH3:1])(=[O:4])=[O:5])[CH:10]=[CH:9][N:8]=1)[C:13]([C:15]1[CH:16]=[C:17]2[C:22](=[CH:23][CH:24]=1)[CH2:21][N:20]([CH:45]1[CH2:46][CH2:47][CH:42]([N:41]([CH2:49][CH2:50][CH3:51])[CH2:38][CH2:39][CH3:40])[CH2:43][CH2:44]1)[CH2:19][CH2:18]2)=[O:14])(=[O:33])=[O:32], predict the reactants needed to synthesize it.